From a dataset of Full USPTO retrosynthesis dataset with 1.9M reactions from patents (1976-2016). Predict the reactants needed to synthesize the given product. (1) Given the product [Cl:1][C:2]1[CH:32]=[CH:31][C:5]([CH2:6][N:7]2[C:11]3[CH:12]=[C:13]([N:17]4[CH2:22][CH2:21][N:20]([C:33](=[O:37])[CH2:34][CH2:35][CH3:36])[CH2:19][CH2:18]4)[C:14]([F:16])=[CH:15][C:10]=3[N:9]=[C:8]2[CH2:23][O:24][C:25]2[CH:30]=[CH:29][CH:28]=[CH:27][CH:26]=2)=[CH:4][CH:3]=1, predict the reactants needed to synthesize it. The reactants are: [Cl:1][C:2]1[CH:32]=[CH:31][C:5]([CH2:6][N:7]2[C:11]3[CH:12]=[C:13]([N:17]4[CH2:22][CH2:21][NH:20][CH2:19][CH2:18]4)[C:14]([F:16])=[CH:15][C:10]=3[N:9]=[C:8]2[CH2:23][O:24][C:25]2[CH:30]=[CH:29][CH:28]=[CH:27][CH:26]=2)=[CH:4][CH:3]=1.[C:33](Cl)(=[O:37])[CH2:34][CH2:35][CH3:36]. (2) Given the product [ClH:39].[NH2:1][C:2]1[C:7]([C:8]([NH:10][C:11]2[CH:12]=[N:13][CH:14]=[CH:15][CH:16]=2)=[O:9])=[N:6][C:5]([C:17]2[CH:18]=[CH:19][C:20]([S:23]([N:26]3[CH2:31][CH2:30][NH:29][CH2:28][CH2:27]3)(=[O:24])=[O:25])=[CH:21][CH:22]=2)=[CH:4][N:3]=1, predict the reactants needed to synthesize it. The reactants are: [NH2:1][C:2]1[N:3]=[CH:4][C:5]([C:17]2[CH:22]=[CH:21][C:20]([S:23]([N:26]3[CH2:31][CH2:30][N:29](C(OC(C)(C)C)=O)[CH2:28][CH2:27]3)(=[O:25])=[O:24])=[CH:19][CH:18]=2)=[N:6][C:7]=1[C:8]([NH:10][C:11]1[CH:12]=[N:13][CH:14]=[CH:15][CH:16]=1)=[O:9].[Cl-:39]. (3) Given the product [CH2:1]([O:3][C:4](=[O:15])[C:5]1[CH:10]=[CH:9][C:8]([O:11][CH2:12][CH3:13])=[C:7]([O:14][CH2:25][CH2:24][C:18]2[CH:19]=[CH:20][C:21]([Cl:23])=[CH:22][C:17]=2[Cl:16])[CH:6]=1)[CH3:2], predict the reactants needed to synthesize it. The reactants are: [CH2:1]([O:3][C:4](=[O:15])[C:5]1[CH:10]=[CH:9][C:8]([O:11][CH2:12][CH3:13])=[C:7]([OH:14])[CH:6]=1)[CH3:2].[Cl:16][C:17]1[CH:22]=[C:21]([Cl:23])[CH:20]=[CH:19][C:18]=1[CH2:24][CH2:25]O.C1(P(C2C=CC=CC=2)C2C=CC=CC=2)C=CC=CC=1.CCOC(/N=N/C(OCC)=O)=O. (4) Given the product [NH2:32][CH2:31][C@H:20]1[C:21]2[C:26](=[C:25]([O:28][CH3:29])[C:24]([CH3:30])=[CH:23][CH:22]=2)[CH2:27][C@@H:18]([CH:15]2[CH2:16][CH2:17][N:12]([CH2:11][CH2:10][CH:9]([NH:8][C:6](=[O:7])[C:5]3[CH:36]=[CH:37][C:2]([Cl:1])=[CH:3][CH:4]=3)[CH3:35])[CH2:13][CH2:14]2)[O:19]1, predict the reactants needed to synthesize it. The reactants are: [Cl:1][C:2]1[CH:37]=[CH:36][C:5]([C:6]([NH:8][CH:9]([CH3:35])[CH2:10][CH2:11][N:12]2[CH2:17][CH2:16][CH:15]([CH:18]3[CH2:27][C:26]4[C:21](=[CH:22][CH:23]=[C:24]([CH3:30])[C:25]=4[O:28][CH3:29])[CH:20]([CH2:31][NH:32]C=O)[O:19]3)[CH2:14][CH2:13]2)=[O:7])=[CH:4][CH:3]=1.[OH-].[Na+]. (5) Given the product [C:1]([C:3]1[C:12]([OH:14])=[N:13][S:5][C:4]=1[NH:6][C:7](=[O:11])[N:8]([CH3:10])[CH3:9])#[N:2], predict the reactants needed to synthesize it. The reactants are: [C:1]([C:3]([C:12]#[N:13])=[C:4]([NH:6][C:7](=[O:11])[N:8]([CH3:10])[CH3:9])[SH:5])#[N:2].[OH:14]O. (6) Given the product [Br:1][C:2]1[CH:7]=[CH:6][C:5]([N:9]2[CH2:13][CH2:12][N:11]([CH2:20][C:21]([O:23][CH2:24][CH3:25])=[O:22])[C:10]2=[O:14])=[C:4]([CH2:15][CH3:16])[CH:3]=1, predict the reactants needed to synthesize it. The reactants are: [Br:1][C:2]1[CH:7]=[C:6](C)[C:5]([N:9]2[CH2:13][CH2:12][NH:11][C:10]2=[O:14])=[C:4]([CH2:15][CH3:16])[CH:3]=1.[H-].[Na+].Br[CH2:20][C:21]([O:23][CH2:24][CH3:25])=[O:22]. (7) Given the product [O:17]=[C:9]1[N:8]([CH:5]2[CH2:4][CH2:3][N:2]([CH:18]3[CH2:23][CH2:22][N:21]([C:31]([O:33][CH:34]([CH3:36])[CH3:35])=[O:32])[CH2:20][CH2:19]3)[CH2:7][CH2:6]2)[C@H:12]2[CH2:13][CH2:14][CH2:15][CH2:16][C@H:11]2[NH:10]1, predict the reactants needed to synthesize it. The reactants are: Cl.[N:2]1([CH:18]2[CH2:23][CH2:22][NH:21][CH2:20][CH2:19]2)[CH2:7][CH2:6][CH:5]([N:8]2[C@H:12]3[CH2:13][CH2:14][CH2:15][CH2:16][C@H:11]3[NH:10][C:9]2=[O:17])[CH2:4][CH2:3]1.C(=O)([O-])[O-].[K+].[K+].Cl[C:31]([O:33][CH:34]([CH3:36])[CH3:35])=[O:32].C1(C)C=CC=CC=1.